This data is from Full USPTO retrosynthesis dataset with 1.9M reactions from patents (1976-2016). The task is: Predict the reactants needed to synthesize the given product. Given the product [C:1]([C:9]1[CH:10]=[CH:11][C:12]([O:13][CH2:14][C:15]([NH:60][CH2:59][CH2:58][NH:57][C:50](=[O:51])[O:52][C:53]([CH3:55])([CH3:54])[CH3:56])=[O:17])=[CH:18][CH:19]=1)(=[O:8])[C:2]1[CH:3]=[CH:4][CH:5]=[CH:6][CH:7]=1, predict the reactants needed to synthesize it. The reactants are: [C:1]([C:9]1[CH:19]=[CH:18][C:12]([O:13][CH2:14][C:15]([OH:17])=O)=[CH:11][CH:10]=1)(=[O:8])[C:2]1[CH:7]=[CH:6][CH:5]=[CH:4][CH:3]=1.C(N(CC)CC)C.Cl.C(N=C=NCCCN(C)C)C.O.ON1C2C=CC=CC=2N=N1.[C:50]([NH:57][CH2:58][CH2:59][NH2:60])([O:52][C:53]([CH3:56])([CH3:55])[CH3:54])=[O:51].